Dataset: Reaction yield outcomes from USPTO patents with 853,638 reactions. Task: Predict the reaction yield, written as a fraction of the theoretical maximum amount of product (1.0 means a 100% yield; for example, 0.34 means a 34% yield). The reactants are [NH:1]1[CH2:7][CH2:6][CH2:5][CH2:4][C:3]2[CH:8]=[CH:9][CH:10]=[CH:11][C:2]1=2.[N+:12]([O-])([O-:14])=[O:13].[K+].N. The catalyst is OS(O)(=O)=O. The product is [N+:12]([C:10]1[CH:9]=[CH:8][C:3]2[CH2:4][CH2:5][CH2:6][CH2:7][NH:1][C:2]=2[CH:11]=1)([O-:14])=[O:13]. The yield is 0.510.